From a dataset of Forward reaction prediction with 1.9M reactions from USPTO patents (1976-2016). Predict the product of the given reaction. Given the reactants [NH:1]1[C:5]2=[N:6][CH:7]=[CH:8][C:9]([O:10][C:11]3[CH:17]=[CH:16][C:14]([NH2:15])=[CH:13][CH:12]=3)=[C:4]2[CH:3]=[CH:2]1.[F:18][C:19]1[CH:24]=[CH:23][C:22]([N:25]=[C:26]=[O:27])=[CH:21][CH:20]=1, predict the reaction product. The product is: [F:18][C:19]1[CH:24]=[CH:23][C:22]([NH:25][C:26]([NH:15][C:14]2[CH:16]=[CH:17][C:11]([O:10][C:9]3[CH:8]=[CH:7][N:6]=[C:5]4[NH:1][CH:2]=[CH:3][C:4]=34)=[CH:12][CH:13]=2)=[O:27])=[CH:21][CH:20]=1.